From a dataset of Full USPTO retrosynthesis dataset with 1.9M reactions from patents (1976-2016). Predict the reactants needed to synthesize the given product. (1) Given the product [NH:26]1[CH:27]=[CH:28][N:29]=[C:25]1[C:22]1[CH:23]=[CH:24][C:19]([C:18]2[CH:17]=[N:16][N:13]3[CH:14]=[CH:15][C:10]([N:5]4[C@@H:4]([CH:1]([CH3:2])[CH3:3])[CH2:8][O:7][C:6]4=[O:9])=[N:11][C:12]=23)=[CH:20][CH:21]=1, predict the reactants needed to synthesize it. The reactants are: [CH:1]([C@H:4]1[CH2:8][O:7][C:6](=[O:9])[N:5]1[C:10]1[CH:15]=[CH:14][N:13]2[N:16]=[CH:17][C:18]([C:19]3[CH:24]=[CH:23][C:22]([C:25]4[N:26](COCC[Si](C)(C)C)[CH:27]=[CH:28][N:29]=4)=[CH:21][CH:20]=3)=[C:12]2[N:11]=1)([CH3:3])[CH3:2].FC(F)(F)C(O)=O. (2) Given the product [NH2:1][C:2]1[N:7]([C:8]2[CH:13]=[CH:12][CH:11]=[C:10]([Cl:14])[CH:9]=2)[C:6](=[S:15])[NH:5][C:4](=[O:16])[C:3]=1[N:17]=[O:18], predict the reactants needed to synthesize it. The reactants are: [NH2:1][C:2]1[N:7]([C:8]2[CH:13]=[CH:12][CH:11]=[C:10]([Cl:14])[CH:9]=2)[C:6](=[S:15])[NH:5][C:4](=[O:16])[CH:3]=1.[N:17]([O-])=[O:18].[Na+]. (3) Given the product [F:17][C:12]1[CH:11]=[C:10]([C:8]2[CH:7]=[CH:3][C:2](=[O:6])[NH:20][N:21]=2)[CH:15]=[C:14]([F:16])[CH:13]=1, predict the reactants needed to synthesize it. The reactants are: O.[C:2]([OH:6])(=O)[CH:3]=O.[CH3:7][C:8]([C:10]1[CH:15]=[C:14]([F:16])[CH:13]=[C:12]([F:17])[CH:11]=1)=O.O.[OH-].[NH3+:20][NH2:21]. (4) Given the product [CH:22]1([C:18]2[C:16]3[N:17]=[C:12]([N:7]([CH2:6][C:5]4[CH:9]=[CH:10][C:2]([F:1])=[CH:3][CH:4]=4)[CH3:8])[NH:13][C:14](=[O:27])[C:15]=3[N:20]([CH3:21])[N:19]=2)[CH2:26][CH2:25][CH2:24][CH2:23]1, predict the reactants needed to synthesize it. The reactants are: [F:1][C:2]1[CH:10]=[CH:9][C:5]([CH2:6][NH:7][CH3:8])=[CH:4][CH:3]=1.Cl[C:12]1[NH:13][C:14](=[O:27])[C:15]2[N:20]([CH3:21])[N:19]=[C:18]([CH:22]3[CH2:26][CH2:25][CH2:24][CH2:23]3)[C:16]=2[N:17]=1.